From a dataset of Forward reaction prediction with 1.9M reactions from USPTO patents (1976-2016). Predict the product of the given reaction. (1) The product is: [F:19][C:2]([F:1])([F:18])[C:3]1[CH:4]=[CH:5][C:6]([C:9]2[O:10][CH:11]=[C:12]([CH2:14][OH:15])[N:13]=2)=[CH:7][CH:8]=1. Given the reactants [F:1][C:2]([F:19])([F:18])[C:3]1[CH:8]=[CH:7][C:6]([C:9]2[O:10][CH:11]=[C:12]([C:14](OC)=[O:15])[N:13]=2)=[CH:5][CH:4]=1.[H-].[Al+3].[Li+].[H-].[H-].[H-], predict the reaction product. (2) Given the reactants [N:1]1[CH:6]=[CH:5][C:4]([C:7]2[C:8]3[N:9]([N:13]=[C:14]([NH2:16])[N:15]=3)[CH:10]=[CH:11][CH:12]=2)=[CH:3][CH:2]=1.Br[C:18]1[CH:23]=[CH:22][C:21]([N:24]2[CH2:29][CH2:28][O:27][CH2:26][CH2:25]2)=[CH:20][CH:19]=1, predict the reaction product. The product is: [N:24]1([C:21]2[CH:22]=[CH:23][C:18]([NH:16][C:14]3[N:15]=[C:8]4[C:7]([C:4]5[CH:5]=[CH:6][N:1]=[CH:2][CH:3]=5)=[CH:12][CH:11]=[CH:10][N:9]4[N:13]=3)=[CH:19][CH:20]=2)[CH2:29][CH2:28][O:27][CH2:26][CH2:25]1.